From a dataset of Full USPTO retrosynthesis dataset with 1.9M reactions from patents (1976-2016). Predict the reactants needed to synthesize the given product. (1) Given the product [F:1][C:2]([F:7])([F:6])[C:3]([OH:5])=[O:4].[F:17][C@H:15]1[CH2:14][NH:13][C@H:12]([C:10]([N:9]([CH3:25])[CH3:8])=[O:11])[CH2:16]1, predict the reactants needed to synthesize it. The reactants are: [F:1][C:2]([F:7])([F:6])[C:3]([OH:5])=[O:4].[CH3:8][N:9]([CH3:25])[C:10]([C@@H:12]1[CH2:16][C@@H:15]([F:17])[CH2:14][N:13]1C(OC(C)(C)C)=O)=[O:11]. (2) The reactants are: [CH3:1][NH:2][CH2:3][CH2:4][OH:5].[CH2:6]1[O:16][C:15]2[CH:14]=[CH:13][C:10]([CH2:11]Cl)=[CH:9][C:8]=2[O:7]1.[OH-].[Na+]. Given the product [O:16]1[C:15]2[CH:14]=[CH:13][C:10]([CH2:11][N:2]([CH3:1])[CH2:3][CH2:4][OH:5])=[CH:9][C:8]=2[O:7][CH2:6]1, predict the reactants needed to synthesize it. (3) Given the product [CH3:1][O:2][C:3](=[O:20])[C:4]1[CH:9]=[C:8]([N:10]2[CH:15]=[CH:14][CH:13]=[CH:12][C:11]2=[O:16])[CH:7]=[CH:6][C:5]=1[NH2:17], predict the reactants needed to synthesize it. The reactants are: [CH3:1][O:2][C:3](=[O:20])[C:4]1[CH:9]=[C:8]([N:10]2[CH:15]=[CH:14][CH:13]=[CH:12][C:11]2=[O:16])[CH:7]=[CH:6][C:5]=1[N+:17]([O-])=O.C(O)(=O)C. (4) Given the product [CH3:24][N:25]([CH3:38])[CH2:26][CH2:27][N:28]([C:31]1[CH:32]=[CH:33][C:34]([NH:35]/[C:4](=[C:11]2\[C:12](=[O:23])[NH:13][C:14]3[C:19]\2=[CH:18][C:17]([N+:20]([O-:22])=[O:21])=[CH:16][CH:15]=3)/[C:5]2[CH:6]=[CH:7][CH:8]=[CH:9][CH:10]=2)=[CH:36][CH:37]=1)[CH:29]=[O:30], predict the reactants needed to synthesize it. The reactants are: C(O[C:4](=[C:11]1[C:19]2[C:14](=[CH:15][CH:16]=[C:17]([N+:20]([O-:22])=[O:21])[CH:18]=2)[NH:13][C:12]1=[O:23])[C:5]1[CH:10]=[CH:9][CH:8]=[CH:7][CH:6]=1)C.[CH3:24][N:25]([CH3:38])[CH2:26][CH2:27][N:28]([C:31]1[CH:37]=[CH:36][C:34]([NH2:35])=[CH:33][CH:32]=1)[CH:29]=[O:30]. (5) Given the product [Cl:35][C:32]1[CH:33]=[CH:34][C:29]([C:11]2([CH2:14][O:16][C:17]3[CH:26]=[C:25]4[C:20]([C:21](=[O:28])[NH:22][C:23](=[O:27])[N:24]4[CH3:38])=[CH:19][CH:18]=3)[CH2:10][CH2:9][NH:8][CH2:13][CH2:12]2)=[CH:30][CH:31]=1, predict the reactants needed to synthesize it. The reactants are: C(OC([N:8]1[CH2:13][CH2:12][C:11]([C:29]2[CH:34]=[CH:33][C:32]([Cl:35])=[CH:31][CH:30]=2)([CH:14]([O:16][C:17]2[CH:26]=[C:25]3[C:20]([C:21](=[O:28])[NH:22][C:23](=[O:27])[NH:24]3)=[CH:19][CH:18]=2)C)[CH2:10][CH2:9]1)=O)(C)(C)C.Cl.Cl[CH2:38]Cl. (6) Given the product [NH2:22][C:3]1[CH:2]=[C:7]([O:8][C:9]2[CH:14]=[C:13]([Cl:15])[CH:12]=[C:11]([Cl:16])[CH:10]=2)[N:6]=[C:29]([C:28]([O:31][CH3:32])=[O:30])[C:4]=1[Cl:20], predict the reactants needed to synthesize it. The reactants are: C[C:2]1[C:3](Cl)=[C:4]([Cl:20])C(C(O)=O)=[N:6][C:7]=1[O:8][C:9]1[CH:14]=[C:13]([Cl:15])[CH:12]=[C:11]([Cl:16])[CH:10]=1.[N-:22]=[N+]=[N-].[Na+].[BH4-].[Na+].[C:28]([O:31][CH2:32]C)(=[O:30])[CH3:29].